Predict the product of the given reaction. From a dataset of Forward reaction prediction with 1.9M reactions from USPTO patents (1976-2016). (1) Given the reactants [C:1]1([C:7]2[N:12]=[CH:11][C:10]([C:13]([OH:15])=O)=[CH:9][N:8]=2)[CH:6]=[CH:5][CH:4]=[CH:3][CH:2]=1.C[N:17]1CCO[CH2:19][CH2:18]1.O[N:24]1[C:28]2[CH:29]=[CH:30][CH:31]=[CH:32][C:27]=2N=N1.Cl.CN(C)CCCN=C=NCC, predict the reaction product. The product is: [C:1]1([C:7]2[N:8]=[CH:9][C:10]([C:13]([NH:17][CH2:18][CH2:19][NH:24][C:28]3[CH:27]=[CH:32][CH:31]=[CH:30][CH:29]=3)=[O:15])=[CH:11][N:12]=2)[CH:2]=[CH:3][CH:4]=[CH:5][CH:6]=1. (2) The product is: [Br:7][C:4]1[N:3]([C:8]([O:10][C:11]([CH3:14])([CH3:13])[CH3:12])=[O:9])[C:2]([C:21]([O:23][CH2:24][C:25]2[CH:30]=[CH:29][CH:28]=[CH:27][CH:26]=2)=[O:22])=[CH:6][CH:5]=1. Given the reactants Br[C:2]1[N:3]([C:8]([O:10][C:11]([CH3:14])([CH3:13])[CH3:12])=[O:9])[C:4]([Br:7])=[CH:5][CH:6]=1.C([Li])CCC.Cl[C:21]([O:23][CH2:24][C:25]1[CH:30]=[CH:29][CH:28]=[CH:27][CH:26]=1)=[O:22].[Cl-].[NH4+], predict the reaction product.